Dataset: Full USPTO retrosynthesis dataset with 1.9M reactions from patents (1976-2016). Task: Predict the reactants needed to synthesize the given product. (1) Given the product [F:22][C:20]1[CH:21]=[CH:15][C:16]([NH2:17])=[C:18]([C:9]#[C:8][Si:10]([CH3:13])([CH3:12])[CH3:11])[CH:19]=1, predict the reactants needed to synthesize it. The reactants are: C(N(CC)CC)C.[C:8]([Si:10]([CH3:13])([CH3:12])[CH3:11])#[CH:9].Br[C:15]1[CH:21]=[C:20]([F:22])[CH:19]=[CH:18][C:16]=1[NH2:17]. (2) Given the product [F:12][C:10]1[CH:9]=[C:8]([F:13])[CH:7]=[C:6]2[C:11]=1[C:2]([N:36]1[C:30]3[C:31](=[CH:42][CH:33]=[C:28]([N:25]4[CH2:24][CH2:23][O:22][CH2:27][CH2:26]4)[CH:29]=3)[C:34]3([CH2:41][CH2:40][O:39][CH2:38][CH2:37]3)[CH2:35]1)=[C:3]([CH3:21])[C:4]([N:14]1[CH:19]=[CH:18][CH:17]=[CH:16][C:15]1=[O:20])=[N:5]2, predict the reactants needed to synthesize it. The reactants are: Br[C:2]1[C:11]2[C:6](=[CH:7][C:8]([F:13])=[CH:9][C:10]=2[F:12])[N:5]=[C:4]([N:14]2[CH:19]=[CH:18][CH:17]=[CH:16][C:15]2=[O:20])[C:3]=1[CH3:21].[O:22]1[CH2:27][CH2:26][N:25]([C:28]2[CH:29]=[C:30]3[NH:36][CH2:35][C:34]4([CH2:41][CH2:40][O:39][CH2:38][CH2:37]4)[C:31]3=N[CH:33]=2)[CH2:24][CH2:23]1.[C:42]1(C)C=CC=CC=1. (3) Given the product [Cl:1][C:2]1[CH:3]=[CH:4][C:5]([C:9]2[NH:13][N:12]=[N:11][N:10]=2)=[C:6]([NH:7][C:14](=[O:21])[C:15]2[CH:20]=[CH:19][CH:18]=[CH:17][CH:16]=2)[CH:8]=1, predict the reactants needed to synthesize it. The reactants are: [Cl:1][C:2]1[CH:3]=[CH:4][C:5]([C:9]2[NH:13][N:12]=[N:11][N:10]=2)=[C:6]([CH:8]=1)[NH2:7].[C:14](Cl)(=[O:21])[C:15]1[CH:20]=[CH:19][CH:18]=[CH:17][CH:16]=1. (4) Given the product [NH2:27][C:28]1[CH:33]=[C:32]([C:4]2[CH:5]=[C:6]3[C:11]([CH2:10][CH2:9][CH:8]([N:12]([CH2:16][CH:17]4[CH2:22][CH2:21][N:20]([S:23]([CH3:26])(=[O:25])=[O:24])[CH2:19][CH2:18]4)[CH2:13][CH2:14][CH3:15])[CH2:7]3)=[CH:2][CH:3]=2)[CH:31]=[CH:30][CH:29]=1, predict the reactants needed to synthesize it. The reactants are: Br[C:2]1[CH:11]=[C:10]2[C:5]([CH2:6][CH2:7][CH:8]([N:12]([CH2:16][CH:17]3[CH2:22][CH2:21][N:20]([S:23]([CH3:26])(=[O:25])=[O:24])[CH2:19][CH2:18]3)[CH2:13][CH2:14][CH3:15])[CH2:9]2)=[CH:4][CH:3]=1.[NH2:27][C:28]1[CH:29]=[C:30](B(O)O)[CH:31]=[CH:32][CH:33]=1. (5) Given the product [F:19][C:17]1[CH:18]=[C:13]([C@H:12]2[NH:8][C@@H:9]([C:22]3([OH:25])[CH2:23][CH2:24]3)[CH2:10][CH2:11]2)[CH:14]=[C:15]([F:21])[C:16]=1[F:20], predict the reactants needed to synthesize it. The reactants are: C([N:8]1[C@H:12]([C:13]2[CH:18]=[C:17]([F:19])[C:16]([F:20])=[C:15]([F:21])[CH:14]=2)[CH2:11][CH2:10][C@@H:9]1[C:22]1([OH:25])[CH2:24][CH2:23]1)C1C=CC=CC=1. (6) Given the product [NH2:1][C:4]1[CH:9]=[CH:8][C:7]([C:10]2[S:11][C:12]3[CH:18]=[C:17]([CH3:19])[CH:16]=[C:15]([O:20][S:21]([OH:24])(=[O:23])=[O:22])[C:13]=3[N:14]=2)=[CH:6][CH:5]=1, predict the reactants needed to synthesize it. The reactants are: [N+:1]([C:4]1[CH:9]=[CH:8][C:7]([C:10]2[S:11][C:12]3[CH:18]=[C:17]([CH3:19])[CH:16]=[C:15]([O:20][S:21]([OH:24])(=[O:23])=[O:22])[C:13]=3[N:14]=2)=[CH:6][CH:5]=1)([O-])=O.O.O.Cl[Sn]Cl.